Dataset: Forward reaction prediction with 1.9M reactions from USPTO patents (1976-2016). Task: Predict the product of the given reaction. Given the reactants [CH:1]1[C:5]2=[C:6]([OH:15])[C:7]3[CH:14]=[CH:13][C:11](=[O:12])[O:10][C:8]=3[CH:9]=[C:4]2[O:3][CH:2]=1.I[CH2:17][CH2:18][CH2:19][CH2:20]Cl.C(=O)([O-])[O-].[K+].[K+].[NH:28]1[CH:32]=[CH:31][CH:30]=[N:29]1.[I-].[K+], predict the reaction product. The product is: [N:28]1([CH2:17][CH2:18][CH2:19][CH2:20][O:15][C:6]2[C:7]3[CH:14]=[CH:13][C:11](=[O:12])[O:10][C:8]=3[CH:9]=[C:4]3[O:3][CH:2]=[CH:1][C:5]=23)[CH:32]=[CH:31][CH:30]=[N:29]1.